Dataset: Peptide-MHC class I binding affinity with 185,985 pairs from IEDB/IMGT. Task: Regression. Given a peptide amino acid sequence and an MHC pseudo amino acid sequence, predict their binding affinity value. This is MHC class I binding data. (1) The peptide sequence is NFFHASLAY. The MHC is HLA-A02:16 with pseudo-sequence HLA-A02:16. The binding affinity (normalized) is 0.0847. (2) The MHC is HLA-A02:03 with pseudo-sequence HLA-A02:03. The binding affinity (normalized) is 0. The peptide sequence is HHIWQNLL. (3) The peptide sequence is LSEEANWAF. The MHC is HLA-B07:02 with pseudo-sequence HLA-B07:02. The binding affinity (normalized) is 0.0847. (4) The peptide sequence is FPIGKLTLL. The MHC is HLA-B51:01 with pseudo-sequence HLA-B51:01. The binding affinity (normalized) is 0.444. (5) The peptide sequence is GSVNLKSLY. The MHC is Mamu-A02 with pseudo-sequence Mamu-A02. The binding affinity (normalized) is 0.982. (6) The peptide sequence is RLIVFPDLGV. The MHC is HLA-A02:02 with pseudo-sequence HLA-A02:02. The binding affinity (normalized) is 0.730. (7) The peptide sequence is ALIVAIWDK. The MHC is HLA-B35:01 with pseudo-sequence HLA-B35:01. The binding affinity (normalized) is 0.0847. (8) The peptide sequence is MVHQAISPR. The MHC is HLA-A11:01 with pseudo-sequence HLA-A11:01. The binding affinity (normalized) is 0.585. (9) The peptide sequence is GQQRSTLERTSKASL. The MHC is HLA-A32:01 with pseudo-sequence HLA-A32:01. The binding affinity (normalized) is 0.00625. (10) The MHC is HLA-A24:02 with pseudo-sequence HLA-A24:02. The binding affinity (normalized) is 0.0303. The peptide sequence is RAEDTAVYY.